From a dataset of B-cell epitopes from IEDB database with 3,159 antigens for binding position prediction. Token-level Classification. Given an antigen amino acid sequence, predict which amino acid positions are active epitope sites capable of antibody binding. Output is a list of indices for active positions. (1) Given the antigen sequence: MRPFHAYSWIFSQQYMGTKNVKEKNPTIYSFDDEEKRNENKSFLKVLCSKRGVLPIIGILYIILNGNLGYNGSSSSGVQFTDRCSRNLYGETLPVNPYADSENPIVVSQVFGLPFEKPTFTLESPPDIDHTNILGFNEKFMTDVNRYRYSNNYEAIPHISEFNPLIVDKVLFDYNEKVDNLGRSGGDIIKKMQTLWDEIMDINKRKYDSLKEKLQKTYSQYKVQYDMPKEAYESKWTQCIKLIDQGGENLEERLNSQFKNWYRQKYLNLEEYRRLTVLNQIAWKALSNQIQYSCRKIMNSDISSFKHINELKSLEHRAAKAAEAEMKKRAQKPKKKKSRRGWLCCGGGDIETVEPQQEEPVQTVQEQQVNEYGDILPSLRASITNSAINYYDTVKDGVYLDHETSDALYTDEDLLFDLEKQKYMDMLDTSEEESVEENEEEHTVDDEHVEEHTADDEHVEEPTVADDEHVEEPTVADEHVEEPTVAEEHVEEPTVAEEHV..., which amino acid positions are active epitope sites? The epitope positions are: [140, 141, 142, 143, 144, 145, 146, 147, 148, 149, 150, 151, 152, 153, 154, 155, 156, 157, 158, 159]. The amino acids at these positions are: MTDVNRYRYSNNYEAIPHIS. (2) The epitope positions are: [229, 230, 231, 232, 233, 234, 235, 236, 237, 238, 239, 240, 241, 242]. The amino acids at these positions are: IAARPKVKDQHGRM. Given the antigen sequence: MKAKLLVLLYAFVATDADTICIGYHANNSTDTVDTIFEKNVAVTHSVNLLEDRHNGKLCKLKGIAPLQLGKCNITGWLLGNPECDSLLPARSWSYIVETPNSENGACYPGDFIDYEELREQLSSVSSLERFEIFPKESSWPNHTFNGVTVSCSHRGKSSFYRNLLWLTKKGDSYPKLTNSYVNNKGKEVLVLWGVHHPSSSDEQQSLYSNGNAYVSVASSNYNRRFTPEIAARPKVKDQHGRMNYYWTLLEPGDTIIFEATGNLIAPWYAFALSRGFESGIITSNASMHECNTKCQTPQGSINSNLPFQNIHPVTIGECPKYVRSTKLRMVTGLRNIPSIQYRGLFGAIAGFIEGGWTGMIDGWYGYHHQNEQGSGYAADQKSTQNAINGITNKVNSVIEKMNTQFTAVGKEFNNLEKRMENLNKKVDDGFLDIWTYNAELLVLLENERTLDFHDLNVKNLYEKVKSQLKNNAKEIGNGCFEFYHKCDNECMESVRNGTY..., which amino acid positions are active epitope sites? (3) Given the antigen sequence: MKKTLAALIVGAFAASAANAAVVYNNEGTNVELGGRLSIIAEQSNSTVDNQKQQHGALRNQGSRFHIKATHNFGDGFYAQGYLETRFVTKASENGSDNFGDITSKYAYVTLGNKAFGEVKLGRAKTIADGITSAEDKEYGVLNNSDYIPTSGNTVGYTFKGIDGLVLGANYLLAQKREGAKGENKRPNDKAGEVRIGEINNGIQVGAKYDANDIVAKIAYGRTNYKYNESDEHKQQLNGVLATLGYRFSDLGLLVSLDSGYAKTKNYKIKHEKRYFVSPGFQYELMEDTNVYGNFKYERTSVDQGEKTREQAVLFGVDHKLHKQLLTYIEGAYARTRTTETGKGVKTEKEKSVGVGLRVYF, which amino acid positions are active epitope sites? The epitope positions are: [177, 178, 179, 180, 181, 182, 183, 184, 185, 186, 187, 188, 189, 190, 191, 192, 193]. The amino acids at these positions are: EGAKGENKRPNDKAGEV. (4) Given the antigen sequence: DVFAGKNTDLEALMEWLKTRPILSPLTKGILGFVFTLTVPSERGLQRIRFVQNALNGNGDPNNMDRAVKLYRKLKREITFHGAKEIALSYSAGALASCMGLIYNRMGAVTTEVAFGLVCATCEQIADSQHRSHRQMVATTNPLIRH, which amino acid positions are active epitope sites? The epitope positions are: [28, 29, 30, 31, 32, 33, 34, 35, 36]. The amino acids at these positions are: GILGFVFTL.